Dataset: Experimentally validated miRNA-target interactions with 360,000+ pairs, plus equal number of negative samples. Task: Binary Classification. Given a miRNA mature sequence and a target amino acid sequence, predict their likelihood of interaction. (1) The miRNA is hsa-miR-4289 with sequence GCAUUGUGCAGGGCUAUCA. The protein sequence of the target gene is MAVNVYSTSVTSDNLSRHDMLAWINESLQLNLTKIEQLCSGAAYCQFMDMLFPGSIALKKVKFQAKLEHEYIQNFKILQAGFKRMGVDKIIPVDKLVKGKFQDNFEFVQWFKKFFDANYDGKEYDPVAARQGQETAVAPSLVAPALSKPKKPLGSGSAAPQRPIATQRTTAAPKAGPGMVRKNPGMGNGDDEAAELMQQVKVLKLTVEDLEKERDFYFGKLRNIELICQENEGENDPVLQRIVDILYATDEGFVIPDEGGPQEEQEEY. Result: 0 (no interaction). (2) The miRNA is hsa-miR-6805-3p with sequence UUGCUCUGCUCCCCCGCCCCCAG. The protein sequence of the target gene is MAMGLMCGRRELLRLLQSGRRVHSVAGPSQWLGKPLTTRLLFPVAPCCCRPHYLFLAASGPRSLSTSAISFAEVQVQAPPVVAATPSPTAVPEVASGETADVVQTAAEQSFAELGLGSYTPVGLIQNLLEFMHVDLGLPWWGAIAACTVFARCLIFPLIVTGQREAARIHNHLPEIQKFSSRIREAKLAGDHIEYYKASSEMALYQKKHGIKLYKPLILPVTQAPIFISFFIALREMANLPVPSLQTGGLWWFQDLTVSDPIYILPLAVTATMWAVLELGAETGVQSSDLQWMRNVIRMM.... Result: 0 (no interaction). (3) The miRNA is hsa-miR-3187-5p with sequence CCUGGGCAGCGUGUGGCUGAAGG. The protein sequence of the target gene is MAEGGRAEPEEQERGSSRPRPPSARDLQLALAELYEDEMKCKSSKPDRSTPATCRSPRTPPHRLYSGDHKYDGLHIVQPPTGKIVNELFKEAREHGAVPLNEATRSSREDKTKSFTGGGYRLGNSFYKRSEYIYGENQLQDVQVLLKLWRNGFSLDDGELRPYSDPTNAQFLESVKRGETPLELQRLVHGAQVNLDMEDHQDQEYIKPRLRFKAFSGEGQKLGSLTPEIVSTPSSPEEEDKSILNAAVLIDDSMPTTKIQIRLADGSRLVQRFNSTHRILDVRDFIVRSRPEFATTDFIL.... Result: 0 (no interaction). (4) The miRNA is hsa-miR-378g with sequence ACUGGGCUUGGAGUCAGAAG. The protein sequence of the target gene is MMKFRFRRQGADPQREKLKQELFAFHKTVEHGFPNQPSALAFDPELRIMAIGTRSGAVKIYGAPGVEFTGLHRDAATVTQMHFLPGQGRLLTLLDDSSLHLWEIIHHNGCAHLEEGLSFHPPSRPSFDNASFPASLTRVTVVLLVAGNTAALGTESGSIFFLDVATLALLEGQTLSPDVVLRSVPDDYRCGKALGPVESLQGHLQDPSKILIGYSRGLLVIWSQATQSVDNVFLGNQQLESLCWGRDGSSIISSHSDGSYAIWSTDTGSPPTLQPTVVTTPYGPFPCKAINKILWRSCES.... Result: 0 (no interaction). (5) The miRNA is mmu-miR-5617-5p with sequence GUAAGUGAGGGCAAGCCUUCUGG. The protein sequence of the target gene is MCRSLRYCVSHCLYLAMTRLEEVNREVNMHSSVRYLGYLARINLLVAICLGLYVRWEKTANSLILVIFILGLFVLGIASILYYYFSMEAASLSLSNLWFGFLLGLLCFLDNSSFKSDVKEETTKYLLLTSIVLRILCALVERISGYVRHRPTLLTTVEFLELVGFAIASTTMLVEKSLSVILLVMALAMLIIDLRMKSFLAIPNLIIFSVLLFFSSLETPQNPIAFACFFICLVTDPFLDIYFSGLSVTERWKPFLHRGRICRRLSVLFTAMIELTFFILSAFKLRDTHLWYFVIPGFSI.... Result: 0 (no interaction). (6) The miRNA is hsa-miR-548at-5p with sequence AAAAGUUAUUGCGGUUUUGGCU. The protein sequence of the target gene is MSSEPPPPYPGGPTAPLLEEKSGAPPTPGRSSPAVMQPPPGMPLPPADIGPPPYEPPGHPMPQPGFIPPHMSADGTYMPPGFYPPPGPHPPMGYYPPGPYTPGPYPGPGGHTATVLVPSGAATTVTVLQGEIFEGAPVQTVCPHCQQAITTKISYEIGLMNFVLGFFCCFMGCDLGCCLIPCLINDFKDVTHTCPSCKAYIYTYKRLC. Result: 0 (no interaction). (7) The miRNA is dme-miR-34-5p with sequence UGGCAGUGUGGUUAGCUGGUUGUG. The protein sequence of the target gene is MESPAASPPASLPQTKGKSKRKKDLRISCVSKPPVSNPTPPRNLDSRTFITIGDRNFEVEADDLVTISELGRGAYGVVEKVRHAQSGTIMAVKRIRATVNTQEQKRLLMDLDINMRTVDCFYTVTFYGALFREGDVWICMELMDTSLDKFYRKVLEKNMKIPEDILGEIAVSIVRALEHLHSKLSVIHRDVKPSNVLINKEGHVKMCDFGISGYLVDSVAKTMDAGCKPYMAPERINPELNQKGYNVKSDVWSLGITMIEMAILRFPYESWGTPFQQLKQVVEEPSPQLPADQFSPEFVD.... Result: 0 (no interaction).